This data is from Reaction yield outcomes from USPTO patents with 853,638 reactions. The task is: Predict the reaction yield, written as a fraction of the theoretical maximum amount of product (1.0 means a 100% yield; for example, 0.34 means a 34% yield). (1) The reactants are [NH2:1][C:2]1[CH:3]=[C:4]([CH:19]=[CH:20][CH:21]=1)[O:5][C:6]1[CH:7]=[CH:8][C:9]2[N:10]([CH:12]=[C:13]([NH:15][C:16](=[O:18])[CH3:17])[N:14]=2)[N:11]=1.[CH:22]1([C:25](Cl)=[O:26])[CH2:24][CH2:23]1. The catalyst is CN(C)C(=O)C. The product is [C:16]([NH:15][C:13]1[N:14]=[C:9]2[CH:8]=[CH:7][C:6]([O:5][C:4]3[CH:3]=[C:2]([NH:1][C:25]([CH:22]4[CH2:24][CH2:23]4)=[O:26])[CH:21]=[CH:20][CH:19]=3)=[N:11][N:10]2[CH:12]=1)(=[O:18])[CH3:17]. The yield is 0.510. (2) The reactants are Cl[C:2]1[N:3]=[N+:4]([O-:14])[C:5]2[CH:11]=[C:10]([CH3:12])[C:9]([CH3:13])=[CH:8][C:6]=2[N:7]=1.[NH2:15][CH2:16][CH2:17][NH:18][C:19](=[O:25])[O:20][C:21]([CH3:24])([CH3:23])[CH3:22]. The catalyst is COCCOC. The product is [CH3:13][C:9]1[C:10]([CH3:12])=[CH:11][C:5]2[N+:4]([O-:14])=[N:3][C:2]([NH:15][CH2:16][CH2:17][NH:18][C:19](=[O:25])[O:20][C:21]([CH3:23])([CH3:22])[CH3:24])=[N:7][C:6]=2[CH:8]=1. The yield is 0.780. (3) The reactants are [OH:1][CH:2]([C:30]1([C:36]2[CH:41]=[CH:40][CH:39]=[CH:38][CH:37]=2)SCCCS1)[C:3]([NH:6][C:7]([CH:9]([NH:21][C:22]([N:24]1[CH2:29][CH2:28][O:27][CH2:26][CH2:25]1)=[O:23])[CH2:10][S:11]([CH2:14][C:15]1[CH:20]=[CH:19][CH:18]=[CH:17][CH:16]=1)(=[O:13])=[O:12])=[O:8])([CH3:5])[CH3:4].O.C(=O)([O-])[O-:44].[Ca+2]. The catalyst is C(#N)C.C(OCC)(=O)C.C(Cl)Cl.Cl[Hg]Cl. The yield is 1.00. The product is [OH:1][CH:2]([C:30](=[O:44])[C:36]1[CH:37]=[CH:38][CH:39]=[CH:40][CH:41]=1)[C:3]([NH:6][C:7]([CH:9]([NH:21][C:22]([N:24]1[CH2:29][CH2:28][O:27][CH2:26][CH2:25]1)=[O:23])[CH2:10][S:11]([CH2:14][C:15]1[CH:16]=[CH:17][CH:18]=[CH:19][CH:20]=1)(=[O:13])=[O:12])=[O:8])([CH3:4])[CH3:5]. (4) The product is [C:1]([C:5]1[NH:6][C:7]2[C:12]([CH:13]=1)=[CH:11][CH:10]=[C:9]([N+:14]([O-:16])=[O:15])[CH:8]=2)([CH3:4])([CH3:2])[CH3:3]. The reactants are [C:1]([CH:5]1[CH2:13][C:12]2[C:7](=[CH:8][C:9]([N+:14]([O-:16])=[O:15])=[CH:10][CH:11]=2)[NH:6]1)([CH3:4])([CH3:3])[CH3:2].C(C1C(=O)C(Cl)=C(Cl)C(=O)C=1C#N)#N. The catalyst is O1CCOCC1. The yield is 0.800. (5) The reactants are [CH:1]([C@H:3]1[CH2:7][CH2:6][C:5](=[O:8])[N:4]1[CH2:9][CH2:10][CH2:11][CH2:12][CH2:13][CH2:14][C:15]([O:17][CH3:18])=[O:16])=O.[O:19]=[C:20]([CH2:28][CH2:29][CH2:30][CH2:31][C:32]1[CH:37]=[CH:36][CH:35]=[CH:34][CH:33]=1)[CH2:21]P(=O)(OC)OC.[Cl-].[Li+].C(N(CC)CC)C.[Cl-].[NH4+]. The catalyst is C1COCC1. The product is [O:8]=[C:5]1[CH2:6][CH2:7][C@H:3](/[CH:1]=[CH:21]/[C:20](=[O:19])[CH2:28][CH2:29][CH2:30][CH2:31][C:32]2[CH:33]=[CH:34][CH:35]=[CH:36][CH:37]=2)[N:4]1[CH2:9][CH2:10][CH2:11][CH2:12][CH2:13][CH2:14][C:15]([O:17][CH3:18])=[O:16]. The yield is 0.560. (6) The yield is 0.735. The product is [CH3:20][C:14]1[CH:19]=[CH:18][C:17]([C:5]([C:6]2[CH:11]=[CH:10][CH:9]=[CH:8][CH:7]=2)=[O:12])=[CH:16][CH:15]=1. The reactants are [Al+3].[Cl-].[Cl-].[Cl-].[C:5](Cl)(=[O:12])[C:6]1[CH:11]=[CH:10][CH:9]=[CH:8][CH:7]=1.[C:14]1([CH3:20])[CH:19]=[CH:18][CH:17]=[CH:16][CH:15]=1. No catalyst specified. (7) The product is [F:8][C:5]1[CH:6]=[CH:7][C:2]([NH:10][NH2:11])=[N:3][CH:4]=1. No catalyst specified. The yield is 0.310. The reactants are Cl[C:2]1[CH:7]=[CH:6][C:5]([F:8])=[CH:4][N:3]=1.O.[NH2:10][NH2:11].